This data is from Reaction yield outcomes from USPTO patents with 853,638 reactions. The task is: Predict the reaction yield, written as a fraction of the theoretical maximum amount of product (1.0 means a 100% yield; for example, 0.34 means a 34% yield). (1) The reactants are [NH:1]1[C:5]2[CH:6]=[CH:7][CH:8]=[CH:9][C:4]=2[N:3]=[C:2]1[CH2:10][N:11]([CH:28]1[C:37]2[N:36]=[CH:35][CH:34]=[CH:33][C:32]=2[CH2:31][CH2:30][CH2:29]1)[CH2:12][CH2:13]CNC(C1C2C(=CC=CC=2)N=NC=1)=O.[C:38]([OH:41])(=O)[CH3:39].[BrH:42]. No catalyst specified. The product is [BrH:42].[NH:1]1[C:5]2[CH:6]=[CH:7][CH:8]=[CH:9][C:4]=2[N:3]=[C:2]1[CH2:10][N:11]([CH:28]1[C:37]2[N:36]=[CH:35][CH:34]=[CH:33][C:32]=2[CH2:31][CH2:30][CH2:29]1)[CH2:12][CH2:13][CH2:13][CH2:12][NH:11][C:38](=[O:41])[C:39]1[CH:9]=[C:4]([Br:42])[CH:5]=[N:1][CH:2]=1. The yield is 0.780. (2) The reactants are S(Cl)(Cl)=O.[Br:5][CH2:6][CH2:7][CH2:8][CH2:9][CH2:10][C:11]([OH:13])=[O:12].[CH3:14]O. No catalyst specified. The product is [Br:5][CH2:6][CH2:7][CH2:8][CH2:9][CH2:10][C:11]([O:13][CH3:14])=[O:12]. The yield is 0.910. (3) The reactants are C[O:2][C:3](=[O:35])[CH2:4][NH:5][C:6]([C:8]1[C:17]2[C:12](=[CH:13][CH:14]=[CH:15][CH:16]=2)[C:11]([C:18]2[CH2:22][C:21]([C:27]3[CH:32]=[C:31]([Cl:33])[CH:30]=[C:29]([Cl:34])[CH:28]=3)([C:23]([F:26])([F:25])[F:24])[O:20][N:19]=2)=[CH:10][CH:9]=1)=[O:7].[OH-].[Li+]. The catalyst is O1CCCC1.O. The product is [Cl:34][C:29]1[CH:28]=[C:27]([C:21]2([C:23]([F:25])([F:24])[F:26])[O:20][N:19]=[C:18]([C:11]3[C:12]4[C:17](=[CH:16][CH:15]=[CH:14][CH:13]=4)[C:8]([C:6]([NH:5][CH2:4][C:3]([OH:35])=[O:2])=[O:7])=[CH:9][CH:10]=3)[CH2:22]2)[CH:32]=[C:31]([Cl:33])[CH:30]=1. The yield is 0.990. (4) The reactants are Br[C:2]1[CH:3]=[CH:4][C:5]([F:10])=[C:6]([O:8][CH3:9])[CH:7]=1.[Mg].II.[C:14](OCC)(=[O:20])[C:15]([O:17][CH2:18][CH3:19])=[O:16].[Cl-].[NH4+]. The catalyst is C1COCC1. The product is [F:10][C:5]1[CH:4]=[CH:3][C:2]([C:14](=[O:20])[C:15]([O:17][CH2:18][CH3:19])=[O:16])=[CH:7][C:6]=1[O:8][CH3:9]. The yield is 0.290.